Regression. Given two drug SMILES strings and cell line genomic features, predict the synergy score measuring deviation from expected non-interaction effect. From a dataset of NCI-60 drug combinations with 297,098 pairs across 59 cell lines. Synergy scores: CSS=28.0, Synergy_ZIP=-9.86, Synergy_Bliss=-12.7, Synergy_Loewe=-13.7, Synergy_HSA=-5.73. Drug 2: C1=NC2=C(N1)C(=S)N=CN2. Drug 1: CC1=C2C(C(=O)C3(C(CC4C(C3C(C(C2(C)C)(CC1OC(=O)C(C(C5=CC=CC=C5)NC(=O)OC(C)(C)C)O)O)OC(=O)C6=CC=CC=C6)(CO4)OC(=O)C)OC)C)OC. Cell line: MCF7.